The task is: Regression. Given a peptide amino acid sequence and an MHC pseudo amino acid sequence, predict their binding affinity value. This is MHC class I binding data.. This data is from Peptide-MHC class I binding affinity with 185,985 pairs from IEDB/IMGT. The peptide sequence is YISDYKMLT. The MHC is HLA-A02:01 with pseudo-sequence HLA-A02:01. The binding affinity (normalized) is 0.384.